Predict the reaction yield, written as a fraction of the theoretical maximum amount of product (1.0 means a 100% yield; for example, 0.34 means a 34% yield). From a dataset of Reaction yield outcomes from USPTO patents with 853,638 reactions. (1) The reactants are [O:1]=[C:2]([N:16]1[CH2:21][CH2:20][N:19]2[C:22]([C:25]([F:28])([F:27])[F:26])=[N:23][N:24]=[C:18]2[CH2:17]1)[CH:3]=[C:4]([NH2:15])[CH2:5][C:6]1[CH:11]=[C:10]([F:12])[C:9]([F:13])=[CH:8][C:7]=1[F:14].C([BH3-])#N.[Na+].Cl. The catalyst is CO. The product is [O:1]=[C:2]([N:16]1[CH2:21][CH2:20][N:19]2[C:22]([C:25]([F:28])([F:27])[F:26])=[N:23][N:24]=[C:18]2[CH2:17]1)[CH2:3][CH:4]([NH2:15])[CH2:5][C:6]1[CH:11]=[C:10]([F:12])[C:9]([F:13])=[CH:8][C:7]=1[F:14]. The yield is 0.999. (2) The product is [CH3:25][O:26][C:27]1[CH:14]=[CH:15][C:16]([N:17]([C:2]2[C:11]3[C:6](=[N:7][CH:8]=[CH:9][N:10]=3)[N:5]=[C:4]([CH3:12])[N:3]=2)[CH3:18])=[CH:31][CH:28]=1. The reactants are Cl[C:2]1[C:11]2[C:6](=[N:7][CH:8]=[CH:9][N:10]=2)[N:5]=[C:4]([CH3:12])[N:3]=1.Cl[C:14]1N=[C:18](C)[N:17]=[C:16](N)[C:15]=1N.O1[CH2:28][CH2:27][O:26][CH:25](O)C1O.[CH2:31](O)C. No catalyst specified. The yield is 0.970. (3) The reactants are [N:1]1[CH:6]=[CH:5][CH:4]=[C:3]([CH2:7][OH:8])[CH:2]=1.C1(P(C2C=CC=CC=2)C2C=CC=CC=2)C=CC=CC=1.CCOC(/N=N/C(OCC)=O)=O.[CH3:40][O:41][C:42]1[C:43]([CH3:70])=[C:44]([C:61]([O:68][CH3:69])=[C:62]([O:66][CH3:67])[C:63]=1[O:64][CH3:65])[CH2:45][C:46]1[CH:47]=[CH:48][C:49](O)=[C:50]([CH:59]=1)[C:51]([N:53]1[CH2:58][CH2:57][O:56][CH2:55][CH2:54]1)=[O:52].[OH-].[Na+]. The catalyst is C1C=CC=CC=1. The product is [CH3:40][O:41][C:42]1[C:43]([CH3:70])=[C:44]([C:61]([O:68][CH3:69])=[C:62]([O:66][CH3:67])[C:63]=1[O:64][CH3:65])[CH2:45][C:46]1[CH:47]=[CH:48][C:49]([O:8][CH2:7][C:3]2[CH:2]=[N:1][CH:6]=[CH:5][CH:4]=2)=[C:50]([CH:59]=1)[C:51]([N:53]1[CH2:54][CH2:55][O:56][CH2:57][CH2:58]1)=[O:52]. The yield is 0.770. (4) The reactants are [NH2:1][C:2]1[CH:3]=[C:4]([CH:8]2[N:13]3[N:14]=[C:15]([C:19]4[CH:24]=[CH:23][C:22]([O:25][C:26]5[CH:31]=[CH:30][CH:29]=[CH:28][CH:27]=5)=[CH:21][CH:20]=4)[C:16]([C:17]#[N:18])=[C:12]3[NH:11][CH2:10][CH2:9]2)[CH:5]=[CH:6][CH:7]=1.[OH-:32].[Na+].OO. The catalyst is CS(C)=O.C(O)C. The product is [NH2:1][C:2]1[CH:3]=[C:4]([CH:8]2[N:13]3[N:14]=[C:15]([C:19]4[CH:24]=[CH:23][C:22]([O:25][C:26]5[CH:27]=[CH:28][CH:29]=[CH:30][CH:31]=5)=[CH:21][CH:20]=4)[C:16]([C:17]([NH2:18])=[O:32])=[C:12]3[NH:11][CH2:10][CH2:9]2)[CH:5]=[CH:6][CH:7]=1. The yield is 0.260. (5) The reactants are [CH3:1][C:2]1[CH:11]=[N:10][C:9]2[C:4](=[C:5](I)[CH:6]=[CH:7][CH:8]=2)[N:3]=1.O.[CH3:14][N:15](C=O)C. The catalyst is [C-]#N.[C-]#N.[Zn+2].C1C=CC([P]([Pd]([P](C2C=CC=CC=2)(C2C=CC=CC=2)C2C=CC=CC=2)([P](C2C=CC=CC=2)(C2C=CC=CC=2)C2C=CC=CC=2)[P](C2C=CC=CC=2)(C2C=CC=CC=2)C2C=CC=CC=2)(C2C=CC=CC=2)C2C=CC=CC=2)=CC=1. The product is [CH3:1][C:2]1[CH:11]=[N:10][C:9]2[C:4](=[C:5]([C:14]#[N:15])[CH:6]=[CH:7][CH:8]=2)[N:3]=1. The yield is 0.930.